Predict the reactants needed to synthesize the given product. From a dataset of Full USPTO retrosynthesis dataset with 1.9M reactions from patents (1976-2016). (1) Given the product [C:1]([O:5][C:6](=[O:29])[NH:7][C@H:8]1[CH2:16][CH2:15][CH2:14][C@H:13]([CH2:17][CH:18]=[O:19])[C@@H:12]([O:20][C:21]2[CH:22]=[CH:23][CH:24]=[CH:25][CH:26]=2)[C@H:11]([CH3:27])[O:10][C:9]1=[O:28])([CH3:3])([CH3:2])[CH3:4], predict the reactants needed to synthesize it. The reactants are: [C:1]([O:5][C:6](=[O:29])[NH:7][C@H:8]1[CH2:16][CH2:15][CH2:14][C@H:13]([CH2:17][CH2:18][OH:19])[C@@H:12]([O:20][C:21]2[CH:26]=[CH:25][CH:24]=[CH:23][CH:22]=2)[C@H:11]([CH3:27])[O:10][C:9]1=[O:28])([CH3:4])([CH3:3])[CH3:2].CC(OI1(OC(C)=O)(OC(C)=O)OC(=O)C2C=CC=CC1=2)=O. (2) Given the product [C:20]([O:19][C:17]([N:14]1[CH2:13][CH2:12][N:11]([C:9]2[N:10]=[C:5]([C:3]([OH:4])=[O:2])[C:6]3[N:7]([N:24]=[C:25]([C:27]4[O:28][CH:29]=[CH:30][CH:31]=4)[N:26]=3)[CH:8]=2)[CH2:16][CH2:15]1)=[O:18])([CH3:23])([CH3:21])[CH3:22], predict the reactants needed to synthesize it. The reactants are: C[O:2][C:3]([C:5]1[C:6]2[N:7]([N:24]=[C:25]([C:27]3[O:28][CH:29]=[CH:30][CH:31]=3)[N:26]=2)[CH:8]=[C:9]([N:11]2[CH2:16][CH2:15][N:14]([C:17]([O:19][C:20]([CH3:23])([CH3:22])[CH3:21])=[O:18])[CH2:13][CH2:12]2)[N:10]=1)=[O:4]. (3) The reactants are: [CH3:1][C:2]1([CH3:15])[CH2:7][CH2:6][CH2:5][CH:4]([CH:8]([O:10][C:11](=[O:14])[CH2:12][OH:13])[CH3:9])[CH2:3]1.N1C=CC=C[CH:17]=1.C[O:23][CH2:24][C:25](Cl)=O.[OH2:28]. Given the product [CH3:15][C:2]1([CH3:1])[CH2:7][CH2:6][CH2:5][CH:4]([CH:8]([O:10][C:11](=[O:14])[CH2:12][O:13][CH3:17])[C:9]([O:23][CH2:24][CH3:25])=[O:28])[CH2:3]1, predict the reactants needed to synthesize it.